The task is: Predict the reaction yield, written as a fraction of the theoretical maximum amount of product (1.0 means a 100% yield; for example, 0.34 means a 34% yield).. This data is from Reaction yield outcomes from USPTO patents with 853,638 reactions. (1) The reactants are [CH3:1][O:2][C:3]1[CH:4]=[C:5]2[C:9](=[CH:10][CH:11]=1)[N:8]([CH3:12])[CH:7]=[C:6]2[C:13]1[N:35]([CH2:36][O:37]CC[Si](C)(C)C)[C:16]2[N:17]=[CH:18][C:19]3[N:20]([C:21]([CH2:24][CH2:25][CH2:26][NH:27]C(=O)OC(C)(C)C)=[N:22][CH:23]=3)[C:15]=2[CH:14]=1.C(O)(C(F)(F)F)=O. The catalyst is C(Cl)Cl. The product is [NH2:27][CH2:26][CH2:25][CH2:24][C:21]1[N:20]2[C:15]3[CH:14]=[C:13]([C:6]4[C:5]5[C:9](=[CH:10][CH:11]=[C:3]([O:2][CH3:1])[CH:4]=5)[N:8]([CH3:12])[CH:7]=4)[N:35]([CH2:36][OH:37])[C:16]=3[N:17]=[CH:18][C:19]2=[CH:23][N:22]=1. The yield is 1.00. (2) The reactants are [N:1]([C:4]1[CH:17]=[CH:16][C:7]([C:8]([C:10]2[CH:15]=[CH:14][CH:13]=[CH:12][CH:11]=2)=[O:9])=[CH:6][CH:5]=1)=[N+]=[N-].O. The catalyst is C(OCC)(=O)C. The product is [NH2:1][C:4]1[CH:5]=[CH:6][C:7]([C:8]([C:10]2[CH:15]=[CH:14][CH:13]=[CH:12][CH:11]=2)=[O:9])=[CH:16][CH:17]=1. The yield is 0.890. (3) The yield is 0.720. The product is [Br:22][C:20]1[CH:21]=[C:16]([NH:1][C:2]2[CH:14]=[C:5]3[CH2:6][N:7]([C:10](=[O:13])[CH2:11][CH3:12])[CH2:8][CH2:9][N:4]3[N:3]=2)[C:17](=[O:24])[N:18]([CH3:23])[CH:19]=1. The reactants are [NH2:1][C:2]1[CH:14]=[C:5]2[CH2:6][N:7]([C:10](=[O:13])[CH2:11][CH3:12])[CH2:8][CH2:9][N:4]2[N:3]=1.Br[C:16]1[C:17](=[O:24])[N:18]([CH3:23])[CH:19]=[C:20]([Br:22])[CH:21]=1.CC1(C)C2C(=C(P(C3C=CC=CC=3)C3C=CC=CC=3)C=CC=2)OC2C(P(C3C=CC=CC=3)C3C=CC=CC=3)=CC=CC1=2.C([O-])([O-])=O.[Cs+].[Cs+]. The catalyst is C1C=CC(/C=C/C(/C=C/C2C=CC=CC=2)=O)=CC=1.C1C=CC(/C=C/C(/C=C/C2C=CC=CC=2)=O)=CC=1.C1C=CC(/C=C/C(/C=C/C2C=CC=CC=2)=O)=CC=1.[Pd].[Pd].O1CCOCC1. (4) The yield is 0.150. The catalyst is C(O)(C(F)(F)F)=O.OS(O)(=O)=O. The reactants are [Cl:1][C:2]1[CH:3]=[C:4]([CH:8]2[N:12]([CH:13]3[CH2:18][CH2:17][N:16]([CH2:19][C:20]4[CH:21]=[CH:22][C:23]([O:26][C:27]5[CH:34]=[CH:33][C:30]([C:31]#[N:32])=[CH:29][CH:28]=5)=[N:24][CH:25]=4)[CH2:15][CH2:14]3)[C:11](=[O:35])[N:10]([C:36]3[CH:41]=[CH:40][CH:39]=[CH:38][CH:37]=3)[CH2:9]2)[CH:5]=[CH:6][CH:7]=1.[OH-:42].[Na+]. The product is [Cl:1][C:2]1[CH:3]=[C:4]([CH:8]2[N:12]([CH:13]3[CH2:14][CH2:15][N:16]([CH2:19][C:20]4[CH:21]=[CH:22][C:23]([O:26][C:27]5[CH:34]=[CH:33][C:30]([C:31]([NH2:32])=[O:42])=[CH:29][CH:28]=5)=[N:24][CH:25]=4)[CH2:17][CH2:18]3)[C:11](=[O:35])[N:10]([C:36]3[CH:37]=[CH:38][CH:39]=[CH:40][CH:41]=3)[CH2:9]2)[CH:5]=[CH:6][CH:7]=1.